Dataset: Full USPTO retrosynthesis dataset with 1.9M reactions from patents (1976-2016). Task: Predict the reactants needed to synthesize the given product. (1) Given the product [NH2:1][C:2]1[N:3]=[C:4]([CH3:27])[C:5]2[CH:11]=[C:10]([C:12]3[CH:17]=[N:16][C:15]([OH:18])=[N:14][CH:13]=3)[C:9](=[O:20])[N:8]([CH:21]3[CH2:26][CH2:25][O:24][CH2:23][CH2:22]3)[C:6]=2[N:7]=1, predict the reactants needed to synthesize it. The reactants are: [NH2:1][C:2]1[N:3]=[C:4]([CH3:27])[C:5]2[CH:11]=[C:10]([C:12]3[CH:13]=[N:14][C:15]([O:18]C)=[N:16][CH:17]=3)[C:9](=[O:20])[N:8]([CH:21]3[CH2:26][CH2:25][O:24][CH2:23][CH2:22]3)[C:6]=2[N:7]=1.[Si](I)(C)(C)C.[NH4+].[OH-]. (2) Given the product [Cl:1][C:2]1[N:3]=[CH:4][N:5]([C:7]2[CH:12]=[CH:11][C:10]([NH:13][C:14]3[N:15]=[C:16]([NH:29][CH3:30])[C:17]4[CH2:22][CH2:21][C@H:20]([C:23]5[CH:28]=[CH:27][CH:26]=[CH:25][CH:24]=5)[C:18]=4[N:19]=3)=[CH:9][C:8]=2[O:31][CH3:32])[CH:6]=1, predict the reactants needed to synthesize it. The reactants are: [Cl:1][C:2]1[N:3]=[CH:4][N:5]([C:7]2[CH:12]=[CH:11][C:10]([NH:13][C:14]3[N:15]=[C:16]([NH:29][CH3:30])[C:17]4[CH2:22][CH2:21][CH:20]([C:23]5[CH:28]=[CH:27][CH:26]=[CH:25][CH:24]=5)[C:18]=4[N:19]=3)=[CH:9][C:8]=2[O:31][CH3:32])[CH:6]=1. (3) Given the product [NH2:23][C:21]1[C:20]2[C:15](=[CH:16][C:17]([O:26][CH3:27])=[C:18]([O:24][CH3:25])[CH:19]=2)[N:14]=[C:13]([N:9]2[CH2:10][CH2:11][N:6]([C:4]([CH:1]3[CH2:2][CH2:3]3)=[O:5])[CH2:7][CH2:8]2)[N:22]=1, predict the reactants needed to synthesize it. The reactants are: [CH:1]1([C:4]([N:6]2[CH2:11][CH2:10][NH:9][CH2:8][CH2:7]2)=[O:5])[CH2:3][CH2:2]1.Cl[C:13]1[N:22]=[C:21]([NH2:23])[C:20]2[C:15](=[CH:16][C:17]([O:26][CH3:27])=[C:18]([O:24][CH3:25])[CH:19]=2)[N:14]=1. (4) Given the product [C:36]([O:39][CH2:40][C:41]1[C:46]([N:47]2[CH2:58][CH2:57][N:56]3[C:49](=[CH:50][C:51]4[CH2:52][C:53]([CH3:60])([CH3:59])[CH2:54][C:55]=43)[C:48]2=[O:61])=[CH:45][C:44]([F:62])=[CH:43][C:42]=1[B:27]1[O:31][C:30]([CH3:33])([CH3:32])[C:29]([CH3:35])([CH3:34])[O:28]1)(=[O:38])[CH3:37], predict the reactants needed to synthesize it. The reactants are: C(OCC1C(N2CCC3C4CCCCC=4SC=3C2=O)=CC(F)=CC=1[B:27]1[O:31][C:30]([CH3:33])([CH3:32])[C:29]([CH3:35])([CH3:34])[O:28]1)(=O)C.[C:36]([O:39][CH2:40][C:41]1[C:46]([N:47]2[CH2:58][CH2:57][N:56]3[C:49](=[CH:50][C:51]4[CH2:52][C:53]([CH3:60])([CH3:59])[CH2:54][C:55]=43)[C:48]2=[O:61])=[CH:45][C:44]([F:62])=[CH:43][C:42]=1Br)(=[O:38])[CH3:37].CC1(C)C(C)(C)OB(B2OC(C)(C)C(C)(C)O2)O1.C([O-])(=O)C.[K+].C(Cl)Cl. (5) Given the product [CH2:1]([O:3][C:4](=[O:21])[C:5]([CH3:6])([O:8][C:9]1[CH:14]=[CH:13][C:12]([CH:15]([C:17](=[O:19])[NH:36][C:33]2[CH:34]=[CH:35][C:30]([C:26]3[CH:27]=[CH:28][CH:29]=[C:24]([C:23]([F:22])([F:37])[F:38])[CH:25]=3)=[CH:31][CH:32]=2)[CH3:16])=[CH:11][C:10]=1[CH3:20])[CH3:7])[CH3:2], predict the reactants needed to synthesize it. The reactants are: [CH2:1]([O:3][C:4](=[O:21])[C:5]([O:8][C:9]1[CH:14]=[CH:13][C:12]([CH:15]([C:17]([OH:19])=O)[CH3:16])=[CH:11][C:10]=1[CH3:20])([CH3:7])[CH3:6])[CH3:2].[F:22][C:23]([F:38])([F:37])[C:24]1[CH:25]=[C:26]([C:30]2[CH:35]=[CH:34][C:33]([NH2:36])=[CH:32][CH:31]=2)[CH:27]=[CH:28][CH:29]=1. (6) Given the product [OH:1][CH:2]([C:32]1[CH:37]=[CH:36][C:35]([O:38][CH:46]([CH3:48])[CH3:47])=[CH:34][CH:33]=1)[CH:3]([NH:18][C:19]([C:21]1[CH:22]=[CH:23][CH:24]=[C:25]2[CH2:31][CH2:30][CH2:29][CH:28]=[CH:27][C:26]=12)=[O:20])[CH2:4][C:5]1[CH:10]=[CH:9][CH:8]=[C:7]([O:11][C:12]([F:16])([F:17])[CH:13]([F:15])[F:14])[CH:6]=1, predict the reactants needed to synthesize it. The reactants are: [OH:1][CH:2]([C:32]1[CH:37]=[CH:36][C:35]([OH:38])=[CH:34][CH:33]=1)[CH:3]([NH:18][C:19]([C:21]1[CH:22]=[CH:23][CH:24]=[C:25]2[CH2:31][CH2:30][CH2:29][CH:28]=[CH:27][C:26]=12)=[O:20])[CH2:4][C:5]1[CH:10]=[CH:9][CH:8]=[C:7]([O:11][C:12]([F:17])([F:16])[CH:13]([F:15])[F:14])[CH:6]=1.C(=O)([O-])[O-].[K+].[K+].I[CH:46]([CH3:48])[CH3:47]. (7) The reactants are: [CH2:1]([N:8]1[C:12]2=[N:13][C:14]([C:25]3[CH:31]=[CH:30][C:28]([NH2:29])=[CH:27][CH:26]=3)=[N:15][C:16]([N:17]3[CH2:23][CH:22]4[O:24][CH:19]([CH2:20][CH2:21]4)[CH2:18]3)=[C:11]2[CH:10]=[N:9]1)[C:2]1[CH:7]=[CH:6][CH:5]=[CH:4][CH:3]=1.ClC(Cl)(OC(=O)OC(Cl)(Cl)Cl)Cl.CN.C(N1C2=NC(C3C=C[C:73]([N:76]=[C:77]=[O:78])=CC=3)=NC(N3CC4OC(CC4)C3)=C2C=N1)C1C=CC=CC=1. Given the product [CH2:1]([N:8]1[C:12]2=[N:13][C:14]([C:25]3[CH:26]=[CH:27][C:28]([NH:29][C:77]([NH:76][CH3:73])=[O:78])=[CH:30][CH:31]=3)=[N:15][C:16]([N:17]3[CH2:18][CH:19]4[O:24][CH:22]([CH2:21][CH2:20]4)[CH2:23]3)=[C:11]2[CH:10]=[N:9]1)[C:2]1[CH:3]=[CH:4][CH:5]=[CH:6][CH:7]=1, predict the reactants needed to synthesize it. (8) Given the product [CH3:1][C:2]1[C:6]2[CH:7]=[CH:8][CH:9]=[CH:10][C:5]=2[O:4][C:3]=1[CH:11]([NH:13][S@@:14]([C:16]([CH3:17])([CH3:19])[CH3:18])=[O:15])[CH3:12], predict the reactants needed to synthesize it. The reactants are: [CH3:1][C:2]1[C:6]2[CH:7]=[CH:8][CH:9]=[CH:10][C:5]=2[O:4][C:3]=1[C:11](=[N:13][S@@:14]([C:16]([CH3:19])([CH3:18])[CH3:17])=[O:15])[CH3:12].B1C2CCCC1CCC2.